This data is from Peptide-MHC class I binding affinity with 185,985 pairs from IEDB/IMGT. The task is: Regression. Given a peptide amino acid sequence and an MHC pseudo amino acid sequence, predict their binding affinity value. This is MHC class I binding data. The peptide sequence is MLSIINKRKK. The MHC is HLA-A03:01 with pseudo-sequence HLA-A03:01. The binding affinity (normalized) is 0.421.